From a dataset of Catalyst prediction with 721,799 reactions and 888 catalyst types from USPTO. Predict which catalyst facilitates the given reaction. (1) Reactant: [N+:1]([C:4]1[CH:13]=[CH:12][CH:11]=[C:6]([C:7]([O:9][CH3:10])=[O:8])[C:5]=1[NH2:14])([O-])=O. Product: [NH2:1][C:4]1[CH:13]=[CH:12][CH:11]=[C:6]([C:7]([O:9][CH3:10])=[O:8])[C:5]=1[NH2:14]. The catalyst class is: 19. (2) Reactant: [ClH:1].[CH3:2][N:3]1[CH2:8][CH2:7][CH:6]([C:9](O)=[O:10])[CH2:5][CH2:4]1.C(Cl)(=O)C([Cl:15])=O. Product: [ClH:15].[CH3:2][N:3]1[CH2:8][CH2:7][CH:6]([C:9]([Cl:1])=[O:10])[CH2:5][CH2:4]1. The catalyst class is: 120. (3) Reactant: [Cl:1][C:2]1[C:11]([CH2:12][N:13]([CH:21]2[CH2:26][CH2:25][N:24]([CH2:27][CH2:28][N:29]3[C:38]4[C:33](=[CH:34][CH:35]=[C:36]([O:39][CH3:40])[CH:37]=4)[N:32]=[CH:31][C:30]3=[O:41])[CH2:23][CH2:22]2)C(=O)OC(C)(C)C)=[N:10][C:9]2[N:8]([CH3:42])[C:7](=[O:43])[CH2:6][S:5][C:4]=2[CH:3]=1.FC(F)(F)C(O)=O. Product: [Cl:1][C:2]1[C:11]([CH2:12][NH:13][CH:21]2[CH2:26][CH2:25][N:24]([CH2:27][CH2:28][N:29]3[C:38]4[C:33](=[CH:34][CH:35]=[C:36]([O:39][CH3:40])[CH:37]=4)[N:32]=[CH:31][C:30]3=[O:41])[CH2:23][CH2:22]2)=[N:10][C:9]2[N:8]([CH3:42])[C:7](=[O:43])[CH2:6][S:5][C:4]=2[CH:3]=1. The catalyst class is: 22. (4) Reactant: [Cl:1][C:2]([C:6]1[CH:7]=[C:8]([OH:17])[CH:9]=[C:10]([C:12]([Cl:16])=[C:13]([Cl:15])[Cl:14])[CH:11]=1)=[C:3]([Cl:5])[Cl:4].O[CH2:19][NH:20][C:21](=[O:24])[CH2:22][Cl:23].S(=O)(=O)(O)O.C([O-])(O)=O.[Na+]. Product: [Cl:23][CH2:22][C:21]([NH:20][CH2:19][C:7]1[C:6]([C:2]([Cl:1])=[C:3]([Cl:5])[Cl:4])=[CH:11][C:10]([C:12]([Cl:16])=[C:13]([Cl:14])[Cl:15])=[CH:9][C:8]=1[OH:17])=[O:24]. The catalyst class is: 15. (5) Reactant: [O:1]([C:8]1[CH:13]=[CH:12][C:11]([S:14]([O-:17])(=O)=[O:15])=[CH:10][CH:9]=1)[C:2]1[CH:7]=[CH:6][CH:5]=[CH:4][CH:3]=1.[Na+].S(Cl)([Cl:21])=O. Product: [O:1]([C:8]1[CH:13]=[CH:12][C:11]([S:14]([Cl:21])(=[O:17])=[O:15])=[CH:10][CH:9]=1)[C:2]1[CH:7]=[CH:6][CH:5]=[CH:4][CH:3]=1. The catalyst class is: 3. (6) Reactant: [ClH:1].C(OCC)C.[CH2:7]1[O:37][C:36]2[CH:35]=[CH:34][C:11]([CH2:12][CH2:13][N:14]3[CH2:18][CH2:17][C@@H:16]([N:19]4[C:25]5[CH:26]=[CH:27][CH:28]=[CH:29][C:24]=5[CH2:23][O:22][C:21]5[CH:30]=[CH:31][CH:32]=[CH:33][C:20]4=5)[CH2:15]3)=[CH:10][C:9]=2[O:8]1. Product: [ClH:1].[CH2:7]1[O:37][C:36]2[CH:35]=[CH:34][C:11]([CH2:12][CH2:13][N:14]3[CH2:18][CH2:17][C@@H:16]([N:19]4[C:25]5[CH:26]=[CH:27][CH:28]=[CH:29][C:24]=5[CH2:23][O:22][C:21]5[CH:30]=[CH:31][CH:32]=[CH:33][C:20]4=5)[CH2:15]3)=[CH:10][C:9]=2[O:8]1. The catalyst class is: 4. (7) Reactant: [N:1]1[CH:6]=[CH:5][CH:4]=[C:3]([CH2:7][NH:8][C:9](=[O:11])[CH3:10])[CH:2]=1.[CH3:12][I:13]. Product: [I-:13].[C:9]([NH:8][CH2:7][C:3]1[CH:2]=[N+:1]([CH3:12])[CH:6]=[CH:5][CH:4]=1)(=[O:11])[CH3:10]. The catalyst class is: 2.